Dataset: Catalyst prediction with 721,799 reactions and 888 catalyst types from USPTO. Task: Predict which catalyst facilitates the given reaction. (1) The catalyst class is: 86. Reactant: [NH2:1][C:2]1[NH:7][C:6](=[O:8])[N:5]([CH2:9][CH2:10][CH3:11])[C:4](=[O:12])[CH:3]=1.[N:13]([O-])=[O:14].[Na+]. Product: [NH2:1][C:2]1[NH:7][C:6](=[O:8])[N:5]([CH2:9][CH2:10][CH3:11])[C:4](=[O:12])[C:3]=1[N:13]=[O:14]. (2) Reactant: [CH3:1][O:2][C:3]1[CH:4]=[C:5]2[C:10](=[CH:11][C:12]=1[O:13][CH3:14])[N:9]=[CH:8][CH:7]=[C:6]2[O:15][C:16]1[CH:22]=[CH:21][C:19]([NH2:20])=[CH:18][CH:17]=1.Cl[C:24](Cl)([O:26][C:27](=[O:33])OC(Cl)(Cl)Cl)Cl.[C:35]1([CH2:41]CO)[CH:40]=[CH:39][CH:38]=[CH:37][CH:36]=1.C(=O)(O)[O-].[Na+]. Product: [CH3:1][O:2][C:3]1[CH:4]=[C:5]2[C:10](=[CH:11][C:12]=1[O:13][CH3:14])[N:9]=[CH:8][CH:7]=[C:6]2[O:15][C:16]1[CH:22]=[CH:21][C:19]([NH:20][C:27](=[O:33])[O:26][CH2:24][CH2:41][C:35]2[CH:40]=[CH:39][CH:38]=[CH:37][CH:36]=2)=[CH:18][CH:17]=1. The catalyst class is: 208. (3) Reactant: [N:1]1([CH2:10][C:11]2[CH:12]=[CH:13][C:14]([Br:21])=[C:15]([CH:20]=2)[C:16](OC)=[O:17])[C:5]2[CH:6]=[CH:7][CH:8]=[CH:9][C:4]=2[N:3]=[CH:2]1.[BH4-].[Na+]. Product: [N:1]1([CH2:10][C:11]2[CH:12]=[CH:13][C:14]([Br:21])=[C:15]([CH:20]=2)[CH:16]=[O:17])[C:5]2[CH:6]=[CH:7][CH:8]=[CH:9][C:4]=2[N:3]=[CH:2]1. The catalyst class is: 107. (4) Reactant: Cl.[CH3:2][C:3]1([CH3:25])[CH2:12][CH2:11][CH2:10][C:9]2[CH:8]=[C:7]([C:13]3[N:14]=[C:15]([N:18]4[CH2:23][CH2:22][CH:21]([NH2:24])[CH2:20][CH2:19]4)[S:16][CH:17]=3)[CH:6]=[CH:5][C:4]1=2.[Si]([O:33][CH2:34][CH:35]=O)(C(C)(C)C)(C)C.Cl. Product: [CH3:2][C:3]1([CH3:25])[CH2:12][CH2:11][CH2:10][C:9]2[CH:8]=[C:7]([C:13]3[N:14]=[C:15]([N:18]4[CH2:23][CH2:22][CH:21]([NH:24][CH2:35][CH2:34][OH:33])[CH2:20][CH2:19]4)[S:16][CH:17]=3)[CH:6]=[CH:5][C:4]1=2. The catalyst class is: 12.